This data is from Forward reaction prediction with 1.9M reactions from USPTO patents (1976-2016). The task is: Predict the product of the given reaction. (1) Given the reactants [C:1]([C:3]([C:11]1[S:12][C:13]([C:16]#[N:17])=[CH:14][CH:15]=1)([CH:8]([CH3:10])[CH3:9])[CH2:4][CH2:5][CH2:6]O)#[N:2].C(N(CC)CC)C.S(Cl)(C)(=O)=O.[I-:30].[Na+], predict the reaction product. The product is: [C:1]([C:3]([C:11]1[S:12][C:13]([C:16]#[N:17])=[CH:14][CH:15]=1)([CH:8]([CH3:10])[CH3:9])[CH2:4][CH2:5][CH2:6][I:30])#[N:2]. (2) Given the reactants C(O[C:6]([C:8]1[N:9]=[C:10]([Cl:23])[C:11]2[C:16]([C:17]=1[OH:18])=[CH:15][CH:14]=[C:13]([O:19][CH:20]([CH3:22])[CH3:21])[CH:12]=2)=[O:7])CCC.[NH2:24][CH2:25][CH2:26][OH:27], predict the reaction product. The product is: [OH:27][CH2:26][CH2:25][NH:24][C:6]([C:8]1[N:9]=[C:10]([Cl:23])[C:11]2[C:16]([C:17]=1[OH:18])=[CH:15][CH:14]=[C:13]([O:19][CH:20]([CH3:21])[CH3:22])[CH:12]=2)=[O:7]. (3) Given the reactants Br[CH2:2][CH2:3][CH2:4][CH2:5][NH:6][C:7]([CH:9]1[CH:18]=[CH:17][C:16]2[C:11](=[CH:12][CH:13]=[CH:14][CH:15]=2)[CH2:10]1)=[O:8].[OH:19][C:20]1[CH:21]=[C:22](N2CCNCC2)[CH:23]=[CH:24][CH:25]=1.C([N:34]([CH2:37][CH3:38])[CH2:35][CH3:36])C.CC#[N:41], predict the reaction product. The product is: [OH:19][C:20]1[CH:21]=[C:22]([CH:35]2[CH2:36][NH:41][CH2:38][CH2:37][N:34]2[CH2:2][CH2:3][CH2:4][CH2:5][NH:6][C:7]([C:9]2[CH2:18][CH2:17][C:16]3[C:11](=[CH:12][CH:13]=[CH:14][CH:15]=3)[CH:10]=2)=[O:8])[CH:23]=[CH:24][CH:25]=1. (4) Given the reactants [CH3:1][C@H:2]1[C@:19]([OH:24])([C:20]([CH2:22][OH:23])=[O:21])[C@:18]2([CH3:25])[C@H:4]([C@H:5]3[C@:15]([F:27])([C@@H:16]([OH:26])[CH2:17]2)[C@:14]2([CH3:28])[C:8](=[CH:9][C:10]([CH:12]=[CH:13]2)=[O:11])[CH2:7][CH2:6]3)[CH2:3]1.[C:29]1(=[O:35])[O:34][C:32](=[O:33])[CH2:31][CH2:30]1, predict the reaction product. The product is: [CH3:1][C@H:2]1[C@:19]([OH:24])([C:20]([CH2:22][OH:23])=[O:21])[C@:18]2([CH3:25])[C@H:4]([C@H:5]3[C@:15]([F:27])([C@@H:16]([OH:26])[CH2:17]2)[C@:14]2([CH3:28])[C:8](=[CH:9][C:10]([CH:12]=[CH:13]2)=[O:11])[CH2:7][CH2:6]3)[CH2:3]1.[C:29]([O-:34])(=[O:35])[CH2:30][CH2:31][C:32]([O-:11])=[O:33]. (5) Given the reactants [Cl:1][CH2:2][CH2:3][CH2:4][S:5]([O:8][CH2:9][C:10]([CH3:24])([CH3:23])[C@@H:11]([O:15][CH2:16][C:17]1[CH:22]=[CH:21][CH:20]=[CH:19][CH:18]=1)[C:12]([OH:14])=[O:13])(=[O:7])=[O:6].[C:25]1([CH2:31][C:32]([O:34][CH2:35]Cl)=[O:33])[CH:30]=[CH:29][CH:28]=[CH:27][CH:26]=1, predict the reaction product. The product is: [Cl:1][CH2:2][CH2:3][CH2:4][S:5]([O:8][CH2:9][C:10]([CH3:24])([CH3:23])[C@@H:11]([O:15][CH2:16][C:17]1[CH:22]=[CH:21][CH:20]=[CH:19][CH:18]=1)[C:12]([O:14][CH2:35][O:34][C:32](=[O:33])[CH2:31][C:25]1[CH:26]=[CH:27][CH:28]=[CH:29][CH:30]=1)=[O:13])(=[O:6])=[O:7]. (6) Given the reactants [CH:1]1([CH2:7][C@H:8]([NH:22][C:23]([N:25]2[CH2:30][CH2:29][CH2:28][C@@H:27]([C@H:31]([C:40]3[CH:45]=[CH:44][CH:43]=[CH:42][CH:41]=3)[O:32][CH2:33][CH2:34][NH:35][C:36](=[O:39])[O:37][CH3:38])[CH2:26]2)=[O:24])[CH2:9][N:10](C)[C:11](OCC2C=CC=CC=2)=O)[CH2:6][CH2:5][CH2:4][CH2:3][CH2:2]1, predict the reaction product. The product is: [CH:1]1([CH2:7][C@H:8]([NH:22][C:23]([N:25]2[CH2:30][CH2:29][CH2:28][C@@H:27]([C@H:31]([C:40]3[CH:45]=[CH:44][CH:43]=[CH:42][CH:41]=3)[O:32][CH2:33][CH2:34][NH:35][C:36](=[O:39])[O:37][CH3:38])[CH2:26]2)=[O:24])[CH2:9][NH:10][CH3:11])[CH2:6][CH2:5][CH2:4][CH2:3][CH2:2]1. (7) The product is: [CH:18]1([C:2]2[CH:7]=[CH:6][N:5]=[C:4]([O:8][CH2:9][C:10]3[C:15]([F:16])=[CH:14][CH:13]=[CH:12][C:11]=3[F:17])[CH:3]=2)[CH2:20][CH2:19]1. Given the reactants Br[C:2]1[CH:7]=[CH:6][N:5]=[C:4]([O:8][CH2:9][C:10]2[C:15]([F:16])=[CH:14][CH:13]=[CH:12][C:11]=2[F:17])[CH:3]=1.[CH:18]1(B2OC(C)(C)C(C)(C)O2)[CH2:20][CH2:19]1.C(=O)([O-])[O-].[Cs+].[Cs+], predict the reaction product. (8) Given the reactants [F:1][C:2]1[CH:7]=[CH:6][CH:5]=[CH:4][C:3]=1[C@@H:8]([NH2:10])[CH3:9].Br[C:12]1[CH:13]=[C:14]([C:18]2([CH3:31])[C:23]([CH3:25])([CH3:24])[O:22][C:21](OCC)=[N:20][S:19]2(=[O:30])=[O:29])[CH:15]=[CH:16][CH:17]=1, predict the reaction product. The product is: [F:1][C:2]1[CH:7]=[CH:6][CH:5]=[CH:4][C:3]=1[C@@H:8]([NH:10][C:21]1[O:22][C:23]([CH3:25])([CH3:24])[C:18]([CH3:31])([C:14]2[CH:15]=[CH:16][CH:17]=[CH:12][CH:13]=2)[S:19](=[O:30])(=[O:29])[N:20]=1)[CH3:9]. (9) Given the reactants [F:1][C:2]1[CH:7]=[CH:6][C:5]([OH:8])=[C:4]([CH3:9])[CH:3]=1.[CH2:10]1N2CN3CN(C2)CN1C3.S(=O)(=O)(O)O.[OH2:25], predict the reaction product. The product is: [F:1][C:2]1[CH:7]=[C:6]([CH3:10])[C:5]([OH:8])=[C:4]([CH:3]=1)[CH:9]=[O:25].